From a dataset of Forward reaction prediction with 1.9M reactions from USPTO patents (1976-2016). Predict the product of the given reaction. (1) The product is: [S:25]([C:22]1[CH:23]=[CH:24][C:19]([CH3:29])=[CH:20][CH:21]=1)([O:11][C:2]1[CH:3]=[CH:4][C:5]2[C:10](=[CH:9][CH:8]=[CH:7][CH:6]=2)[CH:1]=1)(=[O:27])=[O:26]. Given the reactants [CH:1]1[C:10]2[C:5](=[CH:6][CH:7]=[CH:8][CH:9]=2)[CH:4]=[CH:3][C:2]=1[OH:11].C(N(CC)CC)C.[C:19]1([CH3:29])[CH:24]=[CH:23][C:22]([S:25](Cl)(=[O:27])=[O:26])=[CH:21][CH:20]=1.O, predict the reaction product. (2) Given the reactants Cl[C:2]1[N:11]=[C:10](Cl)[C:9]2[C:4](=[CH:5][CH:6]=[CH:7][CH:8]=2)[N:3]=1.[CH3:13][O:14][C:15]1[CH:20]=[CH:19][CH:18]=[C:17]([NH2:21])[CH:16]=1.[CH3:22][C:23]1[CH:27]=[C:26]([CH3:28])[NH:25][N:24]=1, predict the reaction product. The product is: [CH3:22][C:23]1[CH:27]=[C:26]([CH3:28])[N:25]([C:2]2[N:11]=[C:10]([NH:21][C:17]3[CH:18]=[CH:19][CH:20]=[C:15]([O:14][CH3:13])[CH:16]=3)[C:9]3[C:4](=[CH:5][CH:6]=[CH:7][CH:8]=3)[N:3]=2)[N:24]=1. (3) Given the reactants Br[C:2]1[N:7]=[CH:6][CH:5]=[CH:4][N:3]=1.[CH:8]([C:10]1[CH:15]=[CH:14][C:13](B(O)O)=[CH:12][CH:11]=1)=[O:9].C(=O)(O)[O-].[Na+], predict the reaction product. The product is: [N:3]1[CH:4]=[CH:5][CH:6]=[N:7][C:2]=1[C:13]1[CH:14]=[CH:15][C:10]([CH:8]=[O:9])=[CH:11][CH:12]=1. (4) The product is: [Cl:1][C:2]1[CH:3]=[C:4]([N:9]([CH2:10][C:11]2[C:20]3[C:15](=[C:16]([F:22])[C:17]([F:21])=[CH:18][CH:19]=3)[NH:14][C:13](=[O:23])[CH:12]=2)[C:31](=[O:32])[C:30]2[C:25]([CH3:24])=[CH:26][CH:27]=[N:28][CH:29]=2)[CH:5]=[CH:6][C:7]=1[F:8]. Given the reactants [Cl:1][C:2]1[CH:3]=[C:4]([NH:9][CH2:10][C:11]2[C:20]3[C:15](=[C:16]([F:22])[C:17]([F:21])=[CH:18][CH:19]=3)[NH:14][C:13](=[O:23])[CH:12]=2)[CH:5]=[CH:6][C:7]=1[F:8].[CH3:24][C:25]1[C:30]([C:31](O)=[O:32])=[CH:29][N:28]=[CH:27][CH:26]=1, predict the reaction product. (5) Given the reactants Br[C:2]1[CH:3]=[C:4]([OH:9])[CH:5]=[CH:6][C:7]=1[Cl:8].CC1(C)C(C)(C)OB([C:18]2[CH:23]=[CH:22][C:21]([N:24]3[CH2:29][CH2:28][NH:27][CH2:26][CH2:25]3)=[CH:20][CH:19]=2)O1.O1CCOCC1, predict the reaction product. The product is: [Cl:8][C:7]1[C:2]([C:18]2[CH:19]=[CH:20][C:21]([N:24]3[CH2:25][CH2:26][NH:27][CH2:28][CH2:29]3)=[CH:22][CH:23]=2)=[CH:3][C:4]([OH:9])=[CH:5][CH:6]=1. (6) Given the reactants [F:1][C:2]1[CH:3]=[C:4]2[C:8](=[CH:9][CH:10]=1)[CH:7]([NH:11][C:12]1[O:13][CH2:14][C:15]3[CH:21]=[C:20]([NH2:22])[CH:19]=[CH:18][C:16]=3[N:17]=1)[CH2:6][CH2:5]2.[CH:23]1([C:26](Cl)=[O:27])[CH2:25][CH2:24]1, predict the reaction product. The product is: [F:1][C:2]1[CH:3]=[C:4]2[C:8](=[CH:9][CH:10]=1)[CH:7]([NH:11][C:12]1[O:13][CH2:14][C:15]3[CH:21]=[C:20]([NH:22][C:26]([CH:23]4[CH2:25][CH2:24]4)=[O:27])[CH:19]=[CH:18][C:16]=3[N:17]=1)[CH2:6][CH2:5]2.